Dataset: Forward reaction prediction with 1.9M reactions from USPTO patents (1976-2016). Task: Predict the product of the given reaction. Given the reactants [NH:1]1[CH2:6][CH2:5][CH2:4][C:3]2([C:14]3[C:9](=[CH:10][CH:11]=[CH:12][CH:13]=3)[NH:8][C:7]2=[O:15])[CH2:2]1.[Cl:16][CH2:17][CH2:18][O:19][CH3:20].[I-].[K+], predict the reaction product. The product is: [ClH:16].[CH3:20][O:19][CH2:18][CH2:17][N:1]1[CH2:6][CH2:5][CH2:4][C:3]2([C:14]3[C:9](=[CH:10][CH:11]=[CH:12][CH:13]=3)[NH:8][C:7]2=[O:15])[CH2:2]1.